Dataset: Full USPTO retrosynthesis dataset with 1.9M reactions from patents (1976-2016). Task: Predict the reactants needed to synthesize the given product. Given the product [CH2:12]([N:6]([CH2:5][C:4]([OH:19])=[O:3])[C:7](=[O:11])[CH:8]([CH3:10])[CH3:9])[C:13]1[CH:18]=[CH:17][CH:16]=[CH:15][CH:14]=1, predict the reactants needed to synthesize it. The reactants are: C([O:3][C:4](=[O:19])[CH2:5][N:6]([CH2:12][C:13]1[CH:18]=[CH:17][CH:16]=[CH:15][CH:14]=1)[C:7](=[O:11])[CH:8]([CH3:10])[CH3:9])C.[OH-].[Na+].